This data is from Reaction yield outcomes from USPTO patents with 853,638 reactions. The task is: Predict the reaction yield, written as a fraction of the theoretical maximum amount of product (1.0 means a 100% yield; for example, 0.34 means a 34% yield). (1) The reactants are C(N(CC)C(C)C)(C)C.[Br:10][C:11]1[CH:12]=[C:13]2[C:18](=[CH:19][CH:20]=1)[N:17]([C:21](=[O:26])[C:22]([F:25])([F:24])[F:23])[C@@H:16]([CH3:27])[CH2:15][NH:14]2.Cl[C:29]([O:31][CH:32]1[CH2:36][CH2:35][CH2:34][CH2:33]1)=[O:30]. The catalyst is ClCCCl. The product is [Br:10][C:11]1[CH:12]=[C:13]2[C:18]([N:17]([C:21](=[O:26])[C:22]([F:23])([F:25])[F:24])[C@@H:16]([CH3:27])[CH2:15][N:14]2[C:29]([O:31][CH:32]2[CH2:36][CH2:35][CH2:34][CH2:33]2)=[O:30])=[CH:19][CH:20]=1. The yield is 0.970. (2) The reactants are [Cl:1][S:2]([OH:5])(=O)=[O:3].[Br:6][CH2:7][C:8]1[C:12]2[CH:13]=[CH:14][CH:15]=[CH:16][C:11]=2[O:10][N:9]=1. No catalyst specified. The product is [Br:6][CH2:7][C:8]1[C:12]2[CH:13]=[C:14]([S:2]([Cl:1])(=[O:5])=[O:3])[CH:15]=[CH:16][C:11]=2[O:10][N:9]=1. The yield is 0.800. (3) The reactants are C[O:2][C:3]([C:5]1[CH:10]=[CH:9][C:8]([C:11]2[CH:16]=[CH:15][C:14]([C:17]([O:19]C)=[O:18])=[CH:13][C:12]=2[I:21])=[C:7]([I:22])[CH:6]=1)=[O:4].[OH-].[K+].O. The catalyst is C1COCC1. The product is [I:21][C:12]1[CH:13]=[C:14]([C:17]([OH:19])=[O:18])[CH:15]=[CH:16][C:11]=1[C:8]1[CH:9]=[CH:10][C:5]([C:3]([OH:4])=[O:2])=[CH:6][C:7]=1[I:22]. The yield is 0.890. (4) The reactants are [H-].[Na+].[C:3]([NH:7][CH:8]=[C:9]([C:15](=[O:27])[C:16]1[CH:21]=[C:20]([F:22])[C:19]([F:23])=[C:18]([O:24][CH3:25])[C:17]=1F)[C:10]([O:12][CH2:13][CH3:14])=[O:11])([CH3:6])([CH3:5])[CH3:4]. The catalyst is CN(C=O)C. The product is [C:3]([N:7]1[C:17]2[C:16](=[CH:21][C:20]([F:22])=[C:19]([F:23])[C:18]=2[O:24][CH3:25])[C:15](=[O:27])[C:9]([C:10]([O:12][CH2:13][CH3:14])=[O:11])=[CH:8]1)([CH3:6])([CH3:5])[CH3:4]. The yield is 0.980.